From a dataset of Forward reaction prediction with 1.9M reactions from USPTO patents (1976-2016). Predict the product of the given reaction. (1) Given the reactants Cl[C:2]1[C:10]2[C:6](=[N:7][O:8][N:9]=2)[C:5]([N+:11]([O-:13])=[O:12])=[CH:4][CH:3]=1.C(=O)([O-])O.[Na+].[NH2:19][C:20]1[CH:25]=[CH:24][CH:23]=[CH:22][CH:21]=1, predict the reaction product. The product is: [N+:11]([C:5]1[C:6]2=[N:7][O:8][N:9]=[C:10]2[C:2]([NH:19][C:20]2[CH:25]=[CH:24][CH:23]=[CH:22][CH:21]=2)=[CH:3][CH:4]=1)([O-:13])=[O:12]. (2) The product is: [NH2:1][C:2]1[C:11]([OH:12])=[C:10]2[C:5]([C:6](=[O:24])[C:7]([C:17]3[CH:18]=[CH:19][C:20]([Cl:23])=[CH:21][CH:22]=3)=[C:8]([CH:14]([CH3:15])[CH3:16])[O:9]2)=[CH:4][CH:3]=1. Given the reactants [NH2:1][C:2]1[C:11]([O:12]C)=[C:10]2[C:5]([C:6](=[O:24])[C:7]([C:17]3[CH:22]=[CH:21][C:20]([Cl:23])=[CH:19][CH:18]=3)=[C:8]([CH:14]([CH3:16])[CH3:15])[O:9]2)=[CH:4][CH:3]=1.B(Br)(Br)Br.O, predict the reaction product. (3) Given the reactants [N+:1]([C:4]1[CH:5]=[CH:6][C:7]([N:10]2[CH2:15][CH2:14][CH:13]([C:16]3[CH:21]=[CH:20][CH:19]=[C:18]([C:22]([F:25])([F:24])[F:23])[CH:17]=3)[CH2:12][CH2:11]2)=[N:8][CH:9]=1)([O-])=O, predict the reaction product. The product is: [F:25][C:22]([F:23])([F:24])[C:18]1[CH:17]=[C:16]([CH:13]2[CH2:12][CH2:11][N:10]([C:7]3[CH:6]=[CH:5][C:4]([NH2:1])=[CH:9][N:8]=3)[CH2:15][CH2:14]2)[CH:21]=[CH:20][CH:19]=1. (4) Given the reactants Br[C:2]1[CH:7]=[CH:6][C:5]([O:8][CH3:9])=[C:4]([S:10]([CH:13]([CH3:15])[CH3:14])(=[O:12])=[O:11])[CH:3]=1.[B:16]1([B:16]2[O:20][C:19]([CH3:22])([CH3:21])[C:18]([CH3:24])([CH3:23])[O:17]2)[O:20][C:19]([CH3:22])([CH3:21])[C:18]([CH3:24])([CH3:23])[O:17]1.C([O-])(=O)C.[K+], predict the reaction product. The product is: [CH:13]([S:10]([C:4]1[CH:3]=[C:2]([B:16]2[O:20][C:19]([CH3:22])([CH3:21])[C:18]([CH3:24])([CH3:23])[O:17]2)[CH:7]=[CH:6][C:5]=1[O:8][CH3:9])(=[O:12])=[O:11])([CH3:15])[CH3:14]. (5) Given the reactants Br[C:2]1[CH:3]=[C:4]([O:22][CH3:23])[C:5]([O:20][CH3:21])=[C:6]([CH:19]=1)[CH2:7][O:8][Si:9]([CH:16]([CH3:18])[CH3:17])([CH:13]([CH3:15])[CH3:14])[CH:10]([CH3:12])[CH3:11].C([Li])CCC.[CH:29](N1CCOCC1)=[O:30].Cl, predict the reaction product. The product is: [CH3:23][O:22][C:4]1[CH:3]=[C:2]([CH:19]=[C:6]([CH2:7][O:8][Si:9]([CH:16]([CH3:18])[CH3:17])([CH:13]([CH3:15])[CH3:14])[CH:10]([CH3:12])[CH3:11])[C:5]=1[O:20][CH3:21])[CH:29]=[O:30]. (6) Given the reactants [Cl:1][CH2:2][C:3](/[N:5]=[C:6](\OCC)/[C:7]1[CH:12]=[CH:11][CH:10]=[C:9]([F:13])[CH:8]=1)=O.[C:17]1([NH:23][NH2:24])[CH:22]=[CH:21][CH:20]=[CH:19][CH:18]=1, predict the reaction product. The product is: [Cl:1][CH2:2][C:3]1[N:23]([C:17]2[CH:22]=[CH:21][CH:20]=[CH:19][CH:18]=2)[N:24]=[C:6]([C:7]2[CH:12]=[CH:11][CH:10]=[C:9]([F:13])[CH:8]=2)[N:5]=1. (7) Given the reactants [CH2:1]([O:8][NH:9][C:10](=[O:23])[C:11]1[CH:16]=[C:15]([F:17])[C:14]([Cl:18])=[CH:13][C:12]=1[NH:19][CH:20]1[CH2:22][CH2:21]1)[C:2]1[CH:7]=[CH:6][CH:5]=[CH:4][CH:3]=1.[C:24](Cl)(Cl)=[O:25], predict the reaction product. The product is: [CH2:1]([O:8][N:9]1[C:10](=[O:23])[C:11]2[C:12](=[CH:13][C:14]([Cl:18])=[C:15]([F:17])[CH:16]=2)[N:19]([CH:20]2[CH2:21][CH2:22]2)[C:24]1=[O:25])[C:2]1[CH:3]=[CH:4][CH:5]=[CH:6][CH:7]=1.